Predict the reaction yield, written as a fraction of the theoretical maximum amount of product (1.0 means a 100% yield; for example, 0.34 means a 34% yield). From a dataset of Reaction yield outcomes from USPTO patents with 853,638 reactions. (1) The product is [Cl:6][C:7]1[N:12]=[C:11]([N:13]2[C:14]([CH3:15])=[N:19][N:18]=[N:17]2)[CH:10]=[CH:9][N:8]=1. The reactants are Cl[Si](Cl)(Cl)Cl.[Cl:6][C:7]1[N:12]=[C:11]([NH:13][C:14](=O)[CH3:15])[CH:10]=[CH:9][N:8]=1.[N-:17]=[N+:18]=[N-:19].[Na+].CCOC(C)=O. The yield is 0.870. The catalyst is CC#N. (2) The reactants are [F:1][C:2]1[CH:7]=[C:6]([C:8]([F:11])([F:10])[F:9])[CH:5]=[CH:4][C:3]=1[C:12]1[N:17]=[CH:16][N:15]=[C:14]([NH:18][C:19]2[CH:24]=[CH:23][C:22]([O:25][CH3:26])=[CH:21][CH:20]=2)[C:13]=1[N+:27]([O-])=O. The catalyst is CO.C(Cl)(Cl)Cl.[Ni]. The product is [F:1][C:2]1[CH:7]=[C:6]([C:8]([F:9])([F:10])[F:11])[CH:5]=[CH:4][C:3]=1[C:12]1[N:17]=[CH:16][N:15]=[C:14]([NH:18][C:19]2[CH:24]=[CH:23][C:22]([O:25][CH3:26])=[CH:21][CH:20]=2)[C:13]=1[NH2:27]. The yield is 0.860. (3) The reactants are [F:1][C:2]1[CH:7]=[C:6]([N+:8]([O-])=O)[CH:5]=[C:4]([F:11])[C:3]=1[C:12]([CH3:18])([CH3:17])[C:13]([O:15][CH3:16])=[O:14]. The catalyst is CO.[C].[Pd]. The yield is 1.01. The product is [NH2:8][C:6]1[CH:5]=[C:4]([F:11])[C:3]([C:12]([CH3:17])([CH3:18])[C:13]([O:15][CH3:16])=[O:14])=[C:2]([F:1])[CH:7]=1. (4) The reactants are [CH3:1][O:2][C:3]1[CH:8]=[CH:7][N:6]([C:9]2[S:10][C:11]([C:15]([OH:17])=O)=[C:12]([CH3:14])[N:13]=2)[C:5](=[O:18])[CH:4]=1.[N:19]1[CH:24]=[CH:23][CH:22]=[C:21]([CH2:25][NH2:26])[CH:20]=1. No catalyst specified. The product is [CH3:1][O:2][C:3]1[CH:8]=[CH:7][N:6]([C:9]2[S:10][C:11]([C:15]([NH:26][CH2:25][C:21]3[CH:20]=[N:19][CH:24]=[CH:23][CH:22]=3)=[O:17])=[C:12]([CH3:14])[N:13]=2)[C:5](=[O:18])[CH:4]=1. The yield is 0.580. (5) The reactants are C([O:8][NH:9][C:10]([C:12]1[N:13]=[CH:14][N:15]2[C:20](=[O:21])[N:19]([CH3:22])[N:18]=[N:17][C:16]=12)=[O:11])C1C=CC=CC=1. The catalyst is C(OCC)(=O)C.CN(C=O)C.[Pd]. The product is [OH:8][NH:9][C:10]([C:12]1[N:13]=[CH:14][N:15]2[C:20](=[O:21])[N:19]([CH3:22])[N:18]=[N:17][C:16]=12)=[O:11]. The yield is 0.250. (6) The reactants are [CH3:1][C:2]1[C:6]2[C:7](=[O:20])[N:8]([CH2:12][CH2:13][N:14]3[CH2:19][CH2:18][O:17][CH2:16][CH2:15]3)[CH2:9][CH2:10][CH2:11][C:5]=2[NH:4][C:3]=1[CH:21]=O.[F:23][C:24]1[C:29]([F:30])=[CH:28][CH:27]=[CH:26][C:25]=1[C:31]1[CH:39]=[CH:38][CH:37]=[C:36]2[C:32]=1[CH2:33][C:34](=[O:40])[NH:35]2. No catalyst specified. The product is [F:23][C:24]1[C:29]([F:30])=[CH:28][CH:27]=[CH:26][C:25]=1[C:31]1[CH:39]=[CH:38][CH:37]=[C:36]2[C:32]=1[C:33](=[CH:21][C:3]1[NH:4][C:5]3[CH2:11][CH2:10][CH2:9][N:8]([CH2:12][CH2:13][N:14]4[CH2:15][CH2:16][O:17][CH2:18][CH2:19]4)[C:7](=[O:20])[C:6]=3[C:2]=1[CH3:1])[C:34](=[O:40])[NH:35]2. The yield is 0.290. (7) The reactants are [Br:1][C:2]1[N:7]=[CH:6][C:5]([CH2:8][NH:9][CH2:10][CH2:11][CH2:12][OH:13])=[CH:4][CH:3]=1.C1N=CN([C:19](N2C=NC=C2)=[O:20])C=1. The catalyst is C(Cl)Cl. The product is [Br:1][C:2]1[N:7]=[CH:6][C:5]([CH2:8][N:9]2[CH2:10][CH2:11][CH2:12][O:13][C:19]2=[O:20])=[CH:4][CH:3]=1. The yield is 0.380. (8) The reactants are [C:1]1([Mg]Br)[CH:6]=[CH:5][CH:4]=[CH:3][CH:2]=1.[CH:9](=[O:13])/[CH:10]=[CH:11]/[CH3:12].[Cl-].[NH4+]. The catalyst is O1CCCC1.CCOCC. The product is [C:1]1([CH:9]([OH:13])[CH:10]=[CH:11][CH3:12])[CH:6]=[CH:5][CH:4]=[CH:3][CH:2]=1. The yield is 0.999. (9) The reactants are [Cl-].[CH3:2][C@@H:3]1[O:11][C:10](=[O:12])[C@@H:9]([NH3+:13])[CH2:8][CH2:7][CH2:6][C@H:5]([CH2:14][C:15]2[CH:20]=[CH:19][C:18]([CH3:21])=[CH:17][CH:16]=2)[C@H:4]1[O:22][C:23]1[CH:28]=[CH:27][CH:26]=[CH:25][CH:24]=1.[OH:29][C:30]1[C:31]([C:38](O)=[O:39])=[N:32][CH:33]=[CH:34][C:35]=1[O:36][CH3:37].C(N(CC)C(C)C)(C)C.C1CN([P+](ON2N=NC3C=CC=CC2=3)(N2CCCC2)N2CCCC2)CC1.F[P-](F)(F)(F)(F)F. The catalyst is C(Cl)Cl. The product is [OH:29][C:30]1[C:31]([C:38]([NH:13][C@H:9]2[CH2:8][CH2:7][CH2:6][C@H:5]([CH2:14][C:15]3[CH:16]=[CH:17][C:18]([CH3:21])=[CH:19][CH:20]=3)[C@@H:4]([O:22][C:23]3[CH:24]=[CH:25][CH:26]=[CH:27][CH:28]=3)[C@H:3]([CH3:2])[O:11][C:10]2=[O:12])=[O:39])=[N:32][CH:33]=[CH:34][C:35]=1[O:36][CH3:37]. The yield is 0.490. (10) The product is [ClH:1].[ClH:1].[OH:12][C:13]1[CH:14]=[C:15]([C:20]2[C:22]([C:24]3[CH:29]=[CH:28][C:27]([OH:30])=[C:26]([OH:31])[CH:25]=3)=[N:10][C:4]3[C:3](=[CH:8][CH:7]=[C:6]([NH2:9])[CH:5]=3)[N:11]=2)[CH:16]=[CH:17][C:18]=1[OH:19]. The catalyst is CO. The yield is 0.847. The reactants are [ClH:1].Cl.[C:3]1([NH2:11])[C:4]([NH2:10])=[CH:5][C:6]([NH2:9])=[CH:7][CH:8]=1.[OH:12][C:13]1[CH:14]=[C:15]([C:20]([C:22]([C:24]2[CH:29]=[CH:28][C:27]([OH:30])=[C:26]([OH:31])[CH:25]=2)=O)=O)[CH:16]=[CH:17][C:18]=1[OH:19].C(OCC)C.